This data is from Catalyst prediction with 721,799 reactions and 888 catalyst types from USPTO. The task is: Predict which catalyst facilitates the given reaction. (1) Reactant: Br[C:2]1[CH:3]=[C:4]([C:9]2[N:14]=[C:13]([C:15]3[CH:20]=[CH:19][CH:18]=[CH:17][CH:16]=3)[N:12]=[C:11]([C:21]3[CH:26]=[CH:25][CH:24]=[CH:23][CH:22]=3)[N:10]=2)[CH:5]=[C:6](Br)[CH:7]=1.[CH3:27][C:28]1[CH:33]=[C:32]([C:34]2[CH:39]=[CH:38][C:37](B3OC(C)(C)C(C)(C)O3)=[CH:36][CH:35]=2)[CH:31]=[C:30]([CH3:49])[N:29]=1.P([O-])([O-])([O-])=O.[K+].[K+].[K+]. Product: [CH3:49][C:30]1[CH:31]=[C:32]([C:34]2[CH:35]=[CH:36][C:37]([C:2]3[CH:3]=[C:4]([C:9]4[N:14]=[C:13]([C:15]5[CH:20]=[CH:19][CH:18]=[CH:17][CH:16]=5)[N:12]=[C:11]([C:21]5[CH:26]=[CH:25][CH:24]=[CH:23][CH:22]=5)[N:10]=4)[CH:5]=[C:6]([C:37]4[CH:38]=[CH:39][C:34]([C:32]5[CH:33]=[C:28]([CH3:27])[N:29]=[C:30]([CH3:49])[CH:31]=5)=[CH:35][CH:36]=4)[CH:7]=3)=[CH:38][CH:39]=2)[CH:33]=[C:28]([CH3:27])[N:29]=1. The catalyst class is: 12. (2) Reactant: [CH2:1]([O:3][C:4]1[CH:9]=[C:8]([C:10]([F:13])([F:12])[F:11])[N:7]=[C:6]([C:14]2[N:19]=[CH:18][C:17]([NH2:20])=[CH:16][CH:15]=2)[N:5]=1)[CH3:2].C(N(CC)CC)C.[Cl:28][CH2:29][C:30](Cl)=[O:31]. Product: [Cl:28][CH2:29][C:30]([NH:20][C:17]1[CH:18]=[N:19][C:14]([C:6]2[N:5]=[C:4]([O:3][CH2:1][CH3:2])[CH:9]=[C:8]([C:10]([F:11])([F:13])[F:12])[N:7]=2)=[CH:15][CH:16]=1)=[O:31]. The catalyst class is: 1. (3) Reactant: [F:1][C:2]1[C:3]([C:13]2[CH:18]=[CH:17][CH:16]=[CH:15][C:14]=2[F:19])=[N:4][C:5]2[C:10]([C:11]=1I)=[CH:9][CH:8]=[CH:7][CH:6]=2.CC(C)([O-])C.[Na+].[NH2:26][C:27]1[CH:32]=[CH:31][N:30]=[CH:29][CH:28]=1. Product: [F:1][C:2]1[C:3]([C:13]2[CH:18]=[CH:17][CH:16]=[CH:15][C:14]=2[F:19])=[N:4][C:5]2[C:10]([C:11]=1[NH:26][C:27]1[CH:32]=[CH:31][N:30]=[CH:29][CH:28]=1)=[CH:9][CH:8]=[CH:7][CH:6]=2. The catalyst class is: 93. (4) Reactant: C(OC(=O)[NH:7][C:8]1[CH:13]=[CH:12][CH:11]=[CH:10][C:9]=1[NH:14][C:15](=[O:38])[C:16]1[CH:21]=[CH:20][C:19]([CH:22]([OH:37])[CH2:23][NH:24][C:25]2[CH:30]=[C:29]([O:31][CH3:32])[C:28]([O:33][CH3:34])=[C:27]([O:35][CH3:36])[CH:26]=2)=[CH:18][CH:17]=1)(C)(C)C.[C:40](N1C=CN=C1)(N1C=CN=C1)=[O:41]. Product: [NH2:7][C:8]1[CH:13]=[CH:12][CH:11]=[CH:10][C:9]=1[NH:14][C:15](=[O:38])[C:16]1[CH:21]=[CH:20][C:19]([CH:22]2[O:37][C:40](=[O:41])[N:24]([C:25]3[CH:26]=[C:27]([O:35][CH3:36])[C:28]([O:33][CH3:34])=[C:29]([O:31][CH3:32])[CH:30]=3)[CH2:23]2)=[CH:18][CH:17]=1. The catalyst class is: 2.